Task: Predict the reactants needed to synthesize the given product.. Dataset: Full USPTO retrosynthesis dataset with 1.9M reactions from patents (1976-2016) (1) Given the product [CH2:1]([N:5]1[C:9](=[O:10])[C:8]2=[CH:12][CH:13]=[CH:14][CH:15]=[C:7]2[C:6]1=[O:11])[CH:2]([CH3:4])[CH3:3], predict the reactants needed to synthesize it. The reactants are: [CH2:1]([NH2:5])[CH:2]([CH3:4])[CH3:3].[C:6]1(=O)[O:11][C:9](=[O:10])[C:8]2=[CH:12][CH:13]=[CH:14][CH:15]=[C:7]12. (2) Given the product [CH2:11]1[C:12]2[C:13](=[CH:14][CH:15]=[CH:16][CH:17]=2)[CH:7]2[CH2:6][NH:5][CH2:4][C:3](=[O:18])[N:9]2[CH2:10]1, predict the reactants needed to synthesize it. The reactants are: CO[CH:3]([O:18]C)[CH2:4][NH:5][CH2:6][C:7]([NH:9][CH2:10][CH2:11][C:12]1[CH:17]=[CH:16][CH:15]=[CH:14][CH:13]=1)=O.S(=O)(=O)(O)O. (3) Given the product [Cl:1][C:2]1[CH:7]=[CH:6][N:5]([C:10]2[S:11][C:12]([C:16]([O:18][CH2:19][CH3:20])=[O:17])=[C:13]([CH3:15])[N:14]=2)[C:4](=[O:8])[CH:3]=1, predict the reactants needed to synthesize it. The reactants are: [Cl:1][C:2]1[CH:7]=[CH:6][N:5]=[C:4]([OH:8])[CH:3]=1.Br[C:10]1[S:11][C:12]([C:16]([O:18][CH2:19][CH3:20])=[O:17])=[C:13]([CH3:15])[N:14]=1.C(=O)([O-])[O-].[K+].[K+].CN[C@@H]1CCCC[C@H]1NC.